Predict the product of the given reaction. From a dataset of Forward reaction prediction with 1.9M reactions from USPTO patents (1976-2016). (1) Given the reactants [F:1][C:2]1[CH:26]=[CH:25][CH:24]=[C:23]([F:27])[C:3]=1[O:4][C:5]1[CH:6]=[N:7][N:8]([CH:12]([CH2:16][CH:17]2[CH2:22][CH2:21][O:20][CH2:19][CH2:18]2)[C:13](O)=[O:14])[C:9](=[O:11])[CH:10]=1.[CH3:28][C:29]1([CH3:41])[O:33][C@H:32]([CH2:34][N:35]2[CH:39]=[CH:38][C:37]([NH2:40])=[N:36]2)[CH2:31][O:30]1, predict the reaction product. The product is: [F:1][C:2]1[CH:26]=[CH:25][CH:24]=[C:23]([F:27])[C:3]=1[O:4][C:5]1[CH:6]=[N:7][N:8]([CH:12]([CH2:16][CH:17]2[CH2:18][CH2:19][O:20][CH2:21][CH2:22]2)[C:13]([NH:40][C:37]2[CH:38]=[CH:39][N:35]([CH2:34][C@@H:32]3[CH2:31][O:30][C:29]([CH3:41])([CH3:28])[O:33]3)[N:36]=2)=[O:14])[C:9](=[O:11])[CH:10]=1. (2) Given the reactants [Cl:1][C:2]1[C:9]([CH3:10])=[C:8](I)[CH:7]=[CH:6][C:3]=1[C:4]#[N:5].[CH2:12]([C@@H:14]1[NH:18][C:17](=[O:19])[CH2:16][C@@:15]1([OH:21])[CH3:20])[CH3:13].C1(P(C2C=CC=CC=2)C2C3OC4C(=CC=CC=4P(C4C=CC=CC=4)C4C=CC=CC=4)C(C)(C)C=3C=CC=2)C=CC=CC=1.C(=O)([O-])[O-].[Cs+].[Cs+], predict the reaction product. The product is: [Cl:1][C:2]1[C:9]([CH3:10])=[C:8]([N:18]2[C:17](=[O:19])[CH2:16][C@@:15]([OH:21])([CH3:20])[C@@H:14]2[CH2:12][CH3:13])[CH:7]=[CH:6][C:3]=1[C:4]#[N:5].